This data is from Reaction yield outcomes from USPTO patents with 853,638 reactions. The task is: Predict the reaction yield, written as a fraction of the theoretical maximum amount of product (1.0 means a 100% yield; for example, 0.34 means a 34% yield). (1) The reactants are [NH2:1][C:2]1[N:3]([CH3:42])[C:4](=[O:41])[C:5]([C:29]2[CH:30]=[C:31]([NH:35][C:36](=[O:40])[CH2:37][O:38][CH3:39])[CH:32]=[CH:33][CH:34]=2)([CH:7]2[CH2:12][CH2:11][N:10]([C:13](=[O:28])[C:14]3[CH:19]=[CH:18][CH:17]=[CH:16][C:15]=3OCC3C=CC=CC=3)[CH2:9][CH2:8]2)[N:6]=1.C([OH:45])C. The catalyst is [Pd]. The product is [NH2:1][C:2]1[N:3]([CH3:42])[C:4](=[O:41])[C:5]([C:29]2[CH:30]=[C:31]([NH:35][C:36](=[O:40])[CH2:37][O:38][CH3:39])[CH:32]=[CH:33][CH:34]=2)([CH:7]2[CH2:8][CH2:9][N:10]([C:13](=[O:28])[C:14]3[CH:19]=[CH:18][C:17]([OH:45])=[CH:16][CH:15]=3)[CH2:11][CH2:12]2)[N:6]=1. The yield is 0.950. (2) The reactants are Cl[C:2]1[N:10]2[C:6](=[N:7][C:8]3[CH:14]=[CH:13][CH:12]=[CH:11][C:9]=32)[C:5]([C:15]#[N:16])=[C:4]([CH3:17])[C:3]=1[C:18]1[CH:23]=[CH:22][CH:21]=[CH:20][CH:19]=1.[C:24]([O:28][C:29]([NH:31][CH:32]1[CH2:36][CH2:35][C:34]([Sn](CCCC)(CCCC)CCCC)=[CH:33]1)=[O:30])([CH3:27])([CH3:26])[CH3:25].C(C1C=C(C)C=C(C(C)(C)C)C=1O)(C)(C)C. The catalyst is Cl[Pd](Cl)([P](C1C=CC=CC=1)(C1C=CC=CC=1)C1C=CC=CC=1)[P](C1C=CC=CC=1)(C1C=CC=CC=1)C1C=CC=CC=1.O1CCOCC1. The product is [C:24]([O:28][C:29]([NH:31][CH:32]1[CH2:36][CH2:35][C:34]([C:2]2[N:10]3[C:6](=[N:7][C:8]4[CH:14]=[CH:13][CH:12]=[CH:11][C:9]=43)[C:5]([C:15]#[N:16])=[C:4]([CH3:17])[C:3]=2[C:18]2[CH:19]=[CH:20][CH:21]=[CH:22][CH:23]=2)=[CH:33]1)=[O:30])([CH3:27])([CH3:25])[CH3:26]. The yield is 0.770. (3) The yield is 0.600. The product is [F:1][C:2]1[CH:7]=[CH:6][C:5]([C:28]2[CH:27]=[N:26][N:25]([CH3:24])[CH:29]=2)=[CH:4][C:3]=1[N:9]1[CH:14]=[C:13]([O:15][CH3:16])[C:12](=[O:17])[C:11]([C:18]([N:20]([O:22][CH3:23])[CH3:21])=[O:19])=[N:10]1. The reactants are [F:1][C:2]1[CH:7]=[CH:6][C:5](I)=[CH:4][C:3]=1[N:9]1[CH:14]=[C:13]([O:15][CH3:16])[C:12](=[O:17])[C:11]([C:18]([N:20]([O:22][CH3:23])[CH3:21])=[O:19])=[N:10]1.[CH3:24][N:25]1[CH:29]=[C:28](B2OC(C)(C)C(C)(C)O2)[CH:27]=[N:26]1.C([O-])([O-])=O.[Na+].[Na+]. The catalyst is COCCOC.O.[Cl-].[Na+].O.C([O-])(O)=O.[Na+].C1C=CC([P]([Pd]([P](C2C=CC=CC=2)(C2C=CC=CC=2)C2C=CC=CC=2)([P](C2C=CC=CC=2)(C2C=CC=CC=2)C2C=CC=CC=2)[P](C2C=CC=CC=2)(C2C=CC=CC=2)C2C=CC=CC=2)(C2C=CC=CC=2)C2C=CC=CC=2)=CC=1. (4) The reactants are [CH:1]12[CH2:7][C:6](=[CH:8][C:9]([O:11]CC)=[O:10])[CH:5]1[CH2:4][CH2:3][CH2:2]2.P([O-])([O-])([O-])=O.[K+].[K+].[K+].[OH-].[Na+].Cl. The yield is 0.335. The catalyst is CC(C)=O. The product is [C@@H:1]12[CH2:7][C:6](=[CH:8][C:9]([OH:11])=[O:10])[C@@H:5]1[CH2:4][CH2:3][CH2:2]2. (5) The reactants are [OH:1][C@@:2]12[CH2:21][C@@H:20]([O:22][C@H:23]3[C@@H:28]4[O:29][C:30]([CH3:33])([CH3:32])[O:31][C@@H:27]4[C@@H:26]([O:34][CH2:35][O:36][CH3:37])[C@H:25]([CH3:38])[O:24]3)[CH2:19][C@H:12]3[O:13][C:14]([CH3:18])([CH3:17])[O:15][CH2:16][C@@:11]13[CH:10]1[CH:5]([C@@:6]3([OH:49])[CH2:45][CH2:44][C@H:43]([CH:46]=[O:47])[C@@:7]3([CH3:48])[CH2:8][C@H:9]1[O:39][CH2:40][O:41][CH3:42])[CH2:4][CH2:3]2.[C:50]([Mg]Br)#[CH:51]. The catalyst is C1COCC1. The product is [OH:47][CH:46]([C@@H:43]1[C@@:7]2([CH3:48])[CH2:8][C@@H:9]([O:39][CH2:40][O:41][CH3:42])[CH:10]3[C@:11]45[C@@:2]([OH:1])([CH2:21][C@@H:20]([O:22][C@H:23]6[C@@H:28]7[O:29][C:30]([CH3:33])([CH3:32])[O:31][C@@H:27]7[C@@H:26]([O:34][CH2:35][O:36][CH3:37])[C@H:25]([CH3:38])[O:24]6)[CH2:19][C@H:12]4[O:13][C:14]([CH3:18])([CH3:17])[O:15][CH2:16]5)[CH2:3][CH2:4][CH:5]3[C@@:6]2([OH:49])[CH2:45][CH2:44]1)[C:50]#[CH:51]. The yield is 0.740. (6) The reactants are Cl[C:2]1[N:7]=[N:6][C:5]([C:8]([NH2:10])=[O:9])=[CH:4][CH:3]=1.[CH3:11][N:12]1[CH2:17][CH2:16][NH:15][CH2:14][CH2:13]1. The catalyst is CC(O)C. The product is [CH3:11][N:12]1[CH2:17][CH2:16][N:15]([C:2]2[N:7]=[N:6][C:5]([C:8]([NH2:10])=[O:9])=[CH:4][CH:3]=2)[CH2:14][CH2:13]1. The yield is 0.750.